This data is from Forward reaction prediction with 1.9M reactions from USPTO patents (1976-2016). The task is: Predict the product of the given reaction. Given the reactants [Cl:1][C:2]1[C:15]([Cl:16])=[CH:14][C:5]2[NH:6][C:7]([CH2:9][C:10]([F:13])([F:12])[F:11])=[N:8][C:4]=2[CH:3]=1.[C:17](=[O:20])([O-])[O-].[K+].[K+].CO[C:25]1[CH:26]=[C:27]([CH:30]=[C:31]([N+:33]([O-:35])=[O:34])[CH:32]=1)[CH2:28]Br, predict the reaction product. The product is: [Cl:16][C:15]1[C:2]([Cl:1])=[CH:3][C:4]2[N:8]([CH2:28][C:27]3[CH:30]=[C:31]([N+:33]([O-:35])=[O:34])[CH:32]=[CH:25][C:26]=3[O:20][CH3:17])[C:7]([CH2:9][C:10]([F:12])([F:13])[F:11])=[N:6][C:5]=2[CH:14]=1.